Dataset: Forward reaction prediction with 1.9M reactions from USPTO patents (1976-2016). Task: Predict the product of the given reaction. Given the reactants Cl[C:2]1[N:6]([CH3:7])[C:5]2[C:8]([CH:14]([CH2:17][CH3:18])[CH2:15][CH3:16])=[CH:9][CH:10]=[C:11]([O:12][CH3:13])[C:4]=2[N:3]=1.[Cl:19][C:20]1[CH:25]=[C:24]([Cl:26])[CH:23]=[C:22]([CH2:27][N:28]2[CH2:32][CH2:31][CH2:30][CH2:29]2)[C:21]=1[OH:33].C(=O)([O-])[O-].[K+].[K+].Cl, predict the reaction product. The product is: [Cl:19][C:20]1[CH:25]=[C:24]([Cl:26])[CH:23]=[C:22]([CH2:27][N:28]2[CH2:32][CH2:31][CH2:30][CH2:29]2)[C:21]=1[O:33][C:2]1[N:6]([CH3:7])[C:5]2[C:8]([CH:14]([CH2:17][CH3:18])[CH2:15][CH3:16])=[CH:9][CH:10]=[C:11]([O:12][CH3:13])[C:4]=2[N:3]=1.